Dataset: Full USPTO retrosynthesis dataset with 1.9M reactions from patents (1976-2016). Task: Predict the reactants needed to synthesize the given product. (1) The reactants are: [C@@H:1]1([N:9]2[C:19]3[N:18]=[C:16]([NH2:17])[NH:15][C:13](=[O:14])[C:12]=3[N:11]=[CH:10]2)[O:8][C@H:5]([CH2:6][OH:7])[C@@H:3]([OH:4])[CH2:2]1.C(O[C:23](OCC)([N:25]([CH3:27])[CH3:26])[CH3:24])C. Given the product [CH3:26][N:25]([CH3:27])[C:23](=[N:17][C:16]1[NH:15][C:13](=[O:14])[C:12]2[N:11]=[CH:10][N:9]([C:19]=2[N:18]=1)[C@@H:1]1[O:8][C@H:5]([CH2:6][OH:7])[C@@H:3]([OH:4])[CH2:2]1)[CH3:24], predict the reactants needed to synthesize it. (2) Given the product [NH2:13][C:12]1[C:11]2[C:10]3[CH2:9][CH2:8][CH2:7][CH2:6][C:5]=3[N:4]=[N:3][C:2]=2[S:20][C:19]=1[C:18]([O:22][CH3:23])=[O:21], predict the reactants needed to synthesize it. The reactants are: Cl[C:2]1[N:3]=[N:4][C:5]2[CH2:6][CH2:7][CH2:8][CH2:9][C:10]=2[C:11]=1[C:12]#[N:13].CC(O)C.[C:18]([O:22][CH3:23])(=[O:21])[CH2:19][SH:20].C([O-])([O-])=O.[K+].[K+]. (3) Given the product [F:19][C:20]1[CH:25]=[C:24]([F:26])[CH:23]=[CH:22][C:21]=1[CH2:2][CH2:1][C:3]1[CH:8]=[CH:7][C:6]([S:9]([C:12]2[CH:17]=[CH:16][CH:15]=[CH:14][C:13]=2[F:18])(=[O:10])=[O:11])=[CH:5][N:4]=1, predict the reactants needed to synthesize it. The reactants are: [CH:1]([C:3]1[CH:8]=[CH:7][C:6]([S:9]([C:12]2[CH:17]=[CH:16][CH:15]=[CH:14][C:13]=2[F:18])(=[O:11])=[O:10])=[CH:5][N:4]=1)=[CH2:2].[F:19][C:20]1[CH:25]=[C:24]([F:26])[CH:23]=[CH:22][C:21]=1B(O)O.C(=O)([O-])[O-].[Na+].[Na+]. (4) The reactants are: [CH3:1][C:2]1[CH2:7][CH2:6][CH2:5][C:4](=[O:8])[CH:3]=1.C1(C)C(S(O)(=O)=O)=CC=CC=1.[CH2:20](O)[CH2:21][OH:22].O. Given the product [CH3:1][C:2]1[CH2:3][C:4]2([CH2:5][CH2:6][CH:7]=1)[O:22][CH2:21][CH2:20][O:8]2, predict the reactants needed to synthesize it.